From a dataset of Forward reaction prediction with 1.9M reactions from USPTO patents (1976-2016). Predict the product of the given reaction. (1) Given the reactants [N:1]1([C:6]([C:8]2[CH:9]=[C:10]([CH:12]=[C:13]([C:15]([N:17]3[CH2:21][CH2:20][CH2:19][CH2:18]3)=[O:16])[CH:14]=2)[NH2:11])=[O:7])[CH2:5][CH2:4][CH2:3][CH2:2]1.Cl[C:23]1[C:32]2[C:27](=[CH:28][C:29]([Cl:33])=[CH:30][CH:31]=2)[N:26]=[CH:25][CH:24]=1.Cl, predict the reaction product. The product is: [N:1]1([C:6]([C:8]2[CH:9]=[C:10]([NH:11][C:23]3[C:32]4[C:27](=[CH:28][C:29]([Cl:33])=[CH:30][CH:31]=4)[N:26]=[CH:25][CH:24]=3)[CH:12]=[C:13]([C:15]([N:17]3[CH2:18][CH2:19][CH2:20][CH2:21]3)=[O:16])[CH:14]=2)=[O:7])[CH2:5][CH2:4][CH2:3][CH2:2]1. (2) Given the reactants [F:1][C:2]([F:23])([F:22])[C:3]1[CH:4]=[C:5]([CH:19]=[CH:20][CH:21]=1)[C:6]([NH:8][C:9]1[CH:10]=[CH:11][C:12]([Cl:18])=[C:13]([CH:17]=1)[C:14](O)=[O:15])=[O:7].[H-].C([Al+]CC(C)C)C(C)C.C1(C)C=CC=CC=1, predict the reaction product. The product is: [Cl:18][C:12]1[CH:11]=[CH:10][C:9]([NH:8][C:6](=[O:7])[C:5]2[CH:19]=[CH:20][CH:21]=[C:3]([C:2]([F:23])([F:22])[F:1])[CH:4]=2)=[CH:17][C:13]=1[CH2:14][OH:15]. (3) Given the reactants [Cl:1][C:2]1[N:7]=[CH:6][N:5]=[C:4]([C:8]([NH:10][C:11]2[CH:16]=[CH:15][C:14]([S:17](Cl)(=[O:19])=[O:18])=[CH:13][C:12]=2[CH3:21])=[O:9])[CH:3]=1.[NH2:22][CH2:23][C:24]([O:26][CH3:27])=[O:25].C(NC(C)C)(C)C, predict the reaction product. The product is: [Cl:1][C:2]1[N:7]=[CH:6][N:5]=[C:4]([C:8]([NH:10][C:11]2[CH:16]=[CH:15][C:14]([S:17]([NH:22][CH2:23][C:24]([O:26][CH3:27])=[O:25])(=[O:19])=[O:18])=[CH:13][C:12]=2[CH3:21])=[O:9])[CH:3]=1. (4) Given the reactants [CH2:1]([N:8]1[CH2:14][CH:13]2[CH:15]([OH:16])[CH:10]([CH2:11][CH2:12]2)[CH2:9]1)[C:2]1[CH:7]=[CH:6][CH:5]=[CH:4][CH:3]=1.[H-].[Na+].[CH:19]1([C:24]([C:29]2[CH:34]=[CH:33][C:32]([F:35])=[CH:31][CH:30]=2)([OH:28])[C:25](O)=[O:26])[CH2:23][CH2:22][CH2:21][CH2:20]1.C(N1C=CN=C1)(N1C=CN=C1)=O, predict the reaction product. The product is: [CH:19]1([C:24]([C:29]2[CH:34]=[CH:33][C:32]([F:35])=[CH:31][CH:30]=2)([OH:28])[C:25]([O:16][CH:15]2[CH:13]3[CH2:12][CH2:11][CH:10]2[CH2:9][N:8]([CH2:1][C:2]2[CH:3]=[CH:4][CH:5]=[CH:6][CH:7]=2)[CH2:14]3)=[O:26])[CH2:23][CH2:22][CH2:21][CH2:20]1.